Dataset: Catalyst prediction with 721,799 reactions and 888 catalyst types from USPTO. Task: Predict which catalyst facilitates the given reaction. Reactant: [C:1]([O:4][C:5]1[CH:24]=[CH:23][C:8]([C:9]2[CH2:10]O[C:12]3[C:17]([CH:18]=2)=[CH:16][CH:15]=[C:14]([O:19][C:20](=[O:22])[CH3:21])[CH:13]=3)=[CH:7][CH:6]=1)(=[O:3])[CH3:2].C1C=CC([C+]([C:38]2[CH:43]=CC=CC=2)C2C=CC=CC=2)=CC=1.F[P-](F)(F)(F)(F)F.C([SH:53])C. Product: [C:1]([O:4][C:5]1[CH:24]=[CH:23][C:8]([C:9]2[CH:10]([CH2:43][CH3:38])[S:53][C:12]3[C:17]([CH:18]=2)=[CH:16][CH:15]=[C:14]([O:19][C:20](=[O:22])[CH3:21])[CH:13]=3)=[CH:7][CH:6]=1)(=[O:3])[CH3:2]. The catalyst class is: 4.